Dataset: Full USPTO retrosynthesis dataset with 1.9M reactions from patents (1976-2016). Task: Predict the reactants needed to synthesize the given product. (1) Given the product [CH3:23][N:18]([CH:15]1[CH2:16][CH2:17][N:12]([CH2:11][C:9]2[S:10][C:5]3[C:4]([N:24]4[CH2:29][CH2:28][O:27][CH2:26][CH2:25]4)=[N:3][C:2]([C:38]4[CH:39]=[CH:40][C:41]([NH2:44])=[N:42][CH:43]=4)=[N:7][C:6]=3[CH:8]=2)[CH2:13][CH2:14]1)[S:19]([CH3:22])(=[O:21])=[O:20], predict the reactants needed to synthesize it. The reactants are: Cl[C:2]1[N:3]=[C:4]([N:24]2[CH2:29][CH2:28][O:27][CH2:26][CH2:25]2)[C:5]2[S:10][C:9]([CH2:11][N:12]3[CH2:17][CH2:16][CH:15]([N:18]([CH3:23])[S:19]([CH3:22])(=[O:21])=[O:20])[CH2:14][CH2:13]3)=[CH:8][C:6]=2[N:7]=1.CC1(C)C(C)(C)OB([C:38]2[CH:39]=[CH:40][C:41]([NH2:44])=[N:42][CH:43]=2)O1.C([O-])([O-])=O.[Na+].[Na+].Cl. (2) Given the product [C:1]([N:8]1[CH2:12][CH2:11][C@H:10]([N:13]([C:24](=[O:25])[C:23]([CH3:32])([CH3:22])[CH2:27][O:28][C:29](=[O:31])[CH3:30])[CH:14]2[CH2:19][CH2:18][C:17]([CH3:21])([CH3:20])[CH2:16][CH2:15]2)[CH2:9]1)([O:3][C:4]([CH3:7])([CH3:6])[CH3:5])=[O:2], predict the reactants needed to synthesize it. The reactants are: [C:1]([N:8]1[CH2:12][CH2:11][C@H:10]([NH:13][CH:14]2[CH2:19][CH2:18][C:17]([CH3:21])([CH3:20])[CH2:16][CH2:15]2)[CH2:9]1)([O:3][C:4]([CH3:7])([CH3:6])[CH3:5])=[O:2].[CH3:22][C:23]([CH3:32])([CH2:27][O:28][C:29](=[O:31])[CH3:30])[C:24](Cl)=[O:25].